From a dataset of Reaction yield outcomes from USPTO patents with 853,638 reactions. Predict the reaction yield, written as a fraction of the theoretical maximum amount of product (1.0 means a 100% yield; for example, 0.34 means a 34% yield). (1) The reactants are [NH2:1][C:2]1[N:7]=[CH:6][N:5]=[C:4]2[N:8]([CH2:20][C:21]3[O:22][C:23]4[C:28]([C:29](=[O:38])[C:30]=3[C:31]3[CH:36]=[CH:35][CH:34]=[C:33]([F:37])[CH:32]=3)=[CH:27][C:26]([F:39])=[CH:25][CH:24]=4)[N:9]=[C:10]([C:11]3[CH:16]=[C:15]([O:17]C)[CH:14]=[C:13]([F:19])[CH:12]=3)[C:3]=12. The catalyst is ClCCl.B(Br)(Br)Br. The product is [NH2:1][C:2]1[N:7]=[CH:6][N:5]=[C:4]2[N:8]([CH2:20][C:21]3[O:22][C:23]4[C:28]([C:29](=[O:38])[C:30]=3[C:31]3[CH:36]=[CH:35][CH:34]=[C:33]([F:37])[CH:32]=3)=[CH:27][C:26]([F:39])=[CH:25][CH:24]=4)[N:9]=[C:10]([C:11]3[CH:16]=[C:15]([OH:17])[CH:14]=[C:13]([F:19])[CH:12]=3)[C:3]=12. The yield is 0.310. (2) The reactants are [B:10]1([B:10]2[O:14][C:13]([CH3:16])([CH3:15])[C:12]([CH3:18])([CH3:17])[O:11]2)[O:14][C:13]([CH3:16])([CH3:15])[C:12]([CH3:18])([CH3:17])[O:11]1.[F:19][C:20]1[CH:21]=[C:22]([C:27](=[O:29])[CH3:28])[CH:23]=[C:24]([F:26])[CH:25]=1.FC(F)(F)C1C=CN=CC=1. The catalyst is C1COCC1. The product is [C:27]([C:22]1[CH:23]=[C:24]([F:26])[CH:25]=[C:20]([F:19])[C:21]=1[B:10]1[O:11][C:12]([CH3:17])([CH3:18])[C:13]([CH3:15])([CH3:16])[O:14]1)(=[O:29])[CH3:28]. The yield is 0.340. (3) The reactants are [F:1][C:2]1[C:3]([NH:14][NH:15][C:16](=O)[CH:17]([N:19]2[CH:28]=[CH:27][C:26]3[N:25]=[CH:24][CH:23]=[CH:22][C:21]=3[C:20]2=[O:29])[CH3:18])=[N:4][CH:5]=[C:6]([C:8]2[CH:9]=[N:10][N:11]([CH3:13])[CH:12]=2)[CH:7]=1.C1(P(C2C=CC=CC=2)C2C=CC=CC=2)C=CC=CC=1.[Si](N=[N+]=[N-])(C)(C)C.CCOC(/N=N/C(OCC)=O)=O. The catalyst is C1COCC1. The product is [F:1][C:2]1[C:3]2[N:4]([C:16]([CH:17]([N:19]3[CH:28]=[CH:27][C:26]4[N:25]=[CH:24][CH:23]=[CH:22][C:21]=4[C:20]3=[O:29])[CH3:18])=[N:15][N:14]=2)[CH:5]=[C:6]([C:8]2[CH:9]=[N:10][N:11]([CH3:13])[CH:12]=2)[CH:7]=1. The yield is 0.570. (4) The reactants are [CH2:1]1[C:10]2[C:5]3=[C:6]([CH2:13][CH2:14][CH2:15][N:4]3[CH2:3][CH2:2]1)[CH:7]=[C:8]([CH:11]=O)[CH:9]=2.[C:16]([C:18]1[C:19](=[C:26]([C:29]#[N:30])[C:27]#[N:28])[O:20][C:21]([CH3:25])([CH3:24])[C:22]=1[CH3:23])#[N:17].C(O)(=O)C. The catalyst is N1C=CC=CC=1. The product is [C:16]([C:18]1[C:19](=[C:26]([C:27]#[N:28])[C:29]#[N:30])[O:20][C:21]([CH3:24])([CH3:25])[C:22]=1[CH:23]=[CH:11][C:8]1[CH:9]=[C:10]2[C:5]3=[C:6]([CH2:13][CH2:14][CH2:15][N:4]3[CH2:3][CH2:2][CH2:1]2)[CH:7]=1)#[N:17]. The yield is 0.420. (5) The reactants are [OH-].[Li+].C(OC([N:10]1[C:15]2[CH:16]=[CH:17][C:18]([N:20]([S:22]([CH3:25])(=[O:24])=[O:23])[CH3:21])=[CH:19][C:14]=2[S:13](=[O:27])(=[O:26])[CH:12]=[C:11]1[CH2:28][C:29]([O:31]C)=[O:30])=O)(C)(C)C. The catalyst is CO. The product is [CH3:25][S:22]([N:20]([CH3:21])[C:18]1[CH:17]=[CH:16][C:15]2[NH:10][C:11]([CH2:28][C:29]([OH:31])=[O:30])=[CH:12][S:13](=[O:26])(=[O:27])[C:14]=2[CH:19]=1)(=[O:23])=[O:24]. The yield is 0.300. (6) The reactants are [C:1]([N:9]1[CH2:14][CH2:13][N:12]([C:15]([O-])=O)[CH2:11][CH2:10]1)(=[O:8])[C:2]1[CH:7]=[CH:6][CH:5]=[CH:4][CH:3]=1.[Cl:18][C:19]1[CH:20]=[N:21][CH:22]=[C:23]([Cl:26])C=1Cl.C(N(CC)CC)C. The catalyst is CN1C(=O)CCC1. The product is [Cl:18][C:19]1[CH:20]=[N:21][CH:22]=[C:23]([Cl:26])[C:15]=1[N:12]1[CH2:13][CH2:14][N:9]([C:1]([C:2]2[CH:7]=[CH:6][CH:5]=[CH:4][CH:3]=2)=[O:8])[CH2:10][CH2:11]1. The yield is 0.230. (7) The reactants are CS(O)(=O)=O.[NH2:6][CH2:7][C:8]1[CH:9]=[C:10]2[C:14](=[CH:15][CH:16]=1)[C:13](=[O:17])[N:12]([CH:18]1[CH2:23][CH2:22][C:21](=[O:24])[NH:20][C:19]1=[O:25])[CH2:11]2.Cl.[Cl:27][C:28]1[CH:29]=[C:30]([CH:32]=[CH:33][C:34]=1[O:35][CH2:36][CH2:37][O:38][CH2:39][CH2:40][O:41][CH3:42])[NH2:31].Cl.O.CN([CH:48]=[O:49])C. No catalyst specified. The product is [Cl:27][C:28]1[CH:29]=[C:30]([NH:31][C:48]([NH:6][CH2:7][C:8]2[CH:9]=[C:10]3[C:14](=[CH:15][CH:16]=2)[C:13](=[O:17])[N:12]([CH:18]2[CH2:23][CH2:22][C:21](=[O:24])[NH:20][C:19]2=[O:25])[CH2:11]3)=[O:49])[CH:32]=[CH:33][C:34]=1[O:35][CH2:36][CH2:37][O:38][CH2:39][CH2:40][O:41][CH3:42]. The yield is 0.720.